This data is from Full USPTO retrosynthesis dataset with 1.9M reactions from patents (1976-2016). The task is: Predict the reactants needed to synthesize the given product. (1) Given the product [I:11][C:10]1[C:3]2[C:2]([O:15][C@H:16]([CH2:22][C:23]3[CH:28]=[CH:27][CH:26]=[CH:25][C:24]=3[O:29][CH3:30])[C:17]([O:19][CH2:20][CH3:21])=[O:18])=[N:7][CH:6]=[N:5][C:4]=2[S:8][C:9]=1[C:12]#[C:13][CH3:14], predict the reactants needed to synthesize it. The reactants are: Cl[C:2]1[C:3]2[C:10]([I:11])=[C:9]([C:12]#[C:13][CH3:14])[S:8][C:4]=2[N:5]=[CH:6][N:7]=1.[OH:15][C@H:16]([CH2:22][C:23]1[CH:28]=[CH:27][CH:26]=[CH:25][C:24]=1[O:29][CH3:30])[C:17]([O:19][CH2:20][CH3:21])=[O:18].C([O-])([O-])=O.[Cs+].[Cs+].C(O)(C)(C)C. (2) Given the product [CH3:21][NH:22][CH2:2][C:3]([NH:5][C:6]1[CH:19]=[CH:18][C:17]2[NH:16][C:15](=[O:20])[C:14]3[C:9](=[CH:10][CH:11]=[CH:12][CH:13]=3)[C:8]=2[CH:7]=1)=[O:4], predict the reactants needed to synthesize it. The reactants are: Cl[CH2:2][C:3]([NH:5][C:6]1[CH:19]=[CH:18][C:17]2[NH:16][C:15](=[O:20])[C:14]3[C:9](=[CH:10][CH:11]=[CH:12][CH:13]=3)[C:8]=2[CH:7]=1)=[O:4].[CH3:21][NH2:22]. (3) The reactants are: C(O)(C(F)(F)F)=O.C(O[N:13]([CH2:17][C:18]1[NH:22][C:21]2[CH:23]=[CH:24][CH:25]=[C:26]([C:27]([O:29][CH3:30])=[O:28])[C:20]=2[N:19]=1)[CH:14]=C=O)(C)(C)C. Given the product [CH3:14][NH:13][CH2:17][C:18]1[NH:19][C:20]2[C:26]([C:27]([O:29][CH3:30])=[O:28])=[CH:25][CH:24]=[CH:23][C:21]=2[N:22]=1, predict the reactants needed to synthesize it. (4) Given the product [Cl:1][C:2]1[CH:3]=[C:4]([C:10]2[NH:14][N:13]=[CH:12][C:11]=2[NH2:23])[C:5]([O:8][CH3:9])=[N:6][CH:7]=1, predict the reactants needed to synthesize it. The reactants are: [Cl:1][C:2]1[CH:3]=[C:4]([C:10]2[N:14](COCC[Si](C)(C)C)[N:13]=[CH:12][C:11]=2[NH:23]C(=O)OC(C)(C)C)[C:5]([O:8][CH3:9])=[N:6][CH:7]=1.[Sn](Cl)(Cl)(Cl)Cl.